This data is from Catalyst prediction with 721,799 reactions and 888 catalyst types from USPTO. The task is: Predict which catalyst facilitates the given reaction. (1) The catalyst class is: 4. Product: [Cl:12][C:13]1[CH:14]=[CH:15][C:16]([C:19]2[N:23]([C:24]3[CH:29]=[CH:28][CH:27]=[CH:26][C:25]=3[Cl:30])[N:22]=[C:21]([C:31]([N:47]3[CH2:52][CH2:51][N:43]([C:41]4[CH:42]=[CH:37][CH:38]=[CH:39][CH:40]=4)[CH2:49][CH2:48]3)=[O:33])[C:20]=2[CH2:34][C:35]#[N:36])=[CH:17][CH:18]=1. Reactant: CCN=C=NCCCN(C)C.[Cl:12][C:13]1[CH:18]=[CH:17][C:16]([C:19]2[N:23]([C:24]3[CH:29]=[CH:28][CH:27]=[CH:26][C:25]=3[Cl:30])[N:22]=[C:21]([C:31]([OH:33])=O)[C:20]=2[CH2:34][C:35]#[N:36])=[CH:15][CH:14]=1.[CH:37]1[CH:38]=[CH:39][C:40]2N(O)N=[N:43][C:41]=2[CH:42]=1.[N:47]1(C2N=CC=CN=2)[CH2:52][CH2:51]N[CH2:49][CH2:48]1. (2) Reactant: [C:1]([C:5]1[NH:6][C:7]2[C:12]([CH:13]=1)=[CH:11][C:10]([N+:14]([O-])=O)=[CH:9][CH:8]=2)([CH3:4])([CH3:3])[CH3:2]. Product: [NH2:14][C:10]1[CH:11]=[C:12]2[C:7](=[CH:8][CH:9]=1)[NH:6][C:5]([C:1]([CH3:4])([CH3:3])[CH3:2])=[CH:13]2. The catalyst class is: 19. (3) Reactant: [S:1]1[C:5]([C:6]2[CH:11]=[CH:10][N:9]=[C:8]([NH:12][CH:13]3[CH2:18][CH2:17][N:16]([CH2:19][CH2:20][C:21]#[N:22])[CH2:15][CH2:14]3)[N:7]=2)=[CH:4][C:3]2[CH:23]=[CH:24][CH:25]=[CH:26][C:2]1=2.[H-].[H-].[H-].[H-].[Li+].[Al+3]. The catalyst class is: 1. Product: [NH2:22][CH2:21][CH2:20][CH2:19][N:16]1[CH2:15][CH2:14][CH:13]([NH:12][C:8]2[N:7]=[C:6]([C:5]3[S:1][C:2]4[CH:26]=[CH:25][CH:24]=[CH:23][C:3]=4[CH:4]=3)[CH:11]=[CH:10][N:9]=2)[CH2:18][CH2:17]1. (4) Product: [Br:3][C:4]1[N:5]=[C:6]([C:13]([C:15]2[CH:24]=[C:19]3[C:18](=[CH:17][CH:16]=2)[NH:25][C:26](=[O:38])[N:27]([CH2:28][CH2:29][O:30][C:31]2[CH:36]=[CH:35][C:34]([F:37])=[CH:33][CH:32]=2)[C:20]3=[O:22])=[O:14])[N:7]2[CH:12]=[CH:11][CH:10]=[CH:9][C:8]=12. The catalyst class is: 24. Reactant: [OH-].[Na+].[Br:3][C:4]1[N:5]=[C:6]([C:13]([C:15]2[CH:16]=[CH:17][C:18]([NH:25][C:26](=[O:38])[NH:27][CH2:28][CH2:29][O:30][C:31]3[CH:36]=[CH:35][C:34]([F:37])=[CH:33][CH:32]=3)=[C:19]([CH:24]=2)[C:20]([O:22]C)=O)=[O:14])[N:7]2[CH:12]=[CH:11][CH:10]=[CH:9][C:8]=12.Cl. (5) Reactant: C(Cl)(=O)C(Cl)=O.CS(C)=O.[CH2:11]([O:18][C@@H:19]1[CH2:23][C@H:22]([OH:24])[C@H:21]([CH2:25]/[CH:26]=[CH:27]\[CH2:28][CH2:29][CH2:30][C:31]([O:33][CH2:34][C:35]2[CH:40]=[CH:39][CH:38]=[CH:37][CH:36]=2)=[O:32])[C@H:20]1[CH2:41][OH:42])[C:12]1[CH:17]=[CH:16][CH:15]=[CH:14][CH:13]=1.C(N(CC)CC)C. Product: [CH2:11]([O:18][C@@H:19]1[CH2:23][C:22](=[O:24])[C@H:21]([CH2:25]/[CH:26]=[CH:27]\[CH2:28][CH2:29][CH2:30][C:31]([O:33][CH2:34][C:35]2[CH:40]=[CH:39][CH:38]=[CH:37][CH:36]=2)=[O:32])[C@H:20]1[CH:41]=[O:42])[C:12]1[CH:13]=[CH:14][CH:15]=[CH:16][CH:17]=1. The catalyst class is: 4. (6) Reactant: [Cl:1][C:2]1[CH:16]=[CH:15][C:5]([C:6]([NH:8][CH:9](Cl)[C:10]([Cl:13])([Cl:12])[Cl:11])=[O:7])=[CH:4][CH:3]=1.[S-:17][C:18]#[N:19].[K+].C(OCC)C. Product: [Cl:1][C:2]1[CH:16]=[CH:15][C:5]([C:6]([NH:8][CH:9]([N:19]=[C:18]=[S:17])[C:10]([Cl:13])([Cl:12])[Cl:11])=[O:7])=[CH:4][CH:3]=1. The catalyst class is: 21.